Dataset: Forward reaction prediction with 1.9M reactions from USPTO patents (1976-2016). Task: Predict the product of the given reaction. (1) Given the reactants C(OC([N:11]1[CH2:42][CH2:41][C:14]2([O:19][CH2:18][C:17](=[O:20])[N:16]([CH2:21][C:22]3[CH:27]=[CH:26][C:25]([O:28][CH2:29][CH:30]([CH3:32])[CH3:31])=[CH:24][CH:23]=3)[CH:15]2[CH2:33][C:34]2[CH:39]=[CH:38][C:37]([F:40])=[CH:36][CH:35]=2)[CH2:13][CH2:12]1)=O)C1C=CC=CC=1, predict the reaction product. The product is: [F:40][C:37]1[CH:36]=[CH:35][C:34]([CH2:33][CH:15]2[C:14]3([CH2:13][CH2:12][NH:11][CH2:42][CH2:41]3)[O:19][CH2:18][C:17](=[O:20])[N:16]2[CH2:21][C:22]2[CH:27]=[CH:26][C:25]([O:28][CH2:29][CH:30]([CH3:31])[CH3:32])=[CH:24][CH:23]=2)=[CH:39][CH:38]=1. (2) Given the reactants [OH:1][CH2:2][C:3]1[CH:7]=[C:6]([C:8]2[C:9]([NH:14]C(=O)C(C)(C)C)=[N:10][CH:11]=[CH:12][CH:13]=2)[O:5][N:4]=1.CO.[OH-].[Na+], predict the reaction product. The product is: [NH2:14][C:9]1[C:8]([C:6]2[O:5][N:4]=[C:3]([CH2:2][OH:1])[CH:7]=2)=[CH:13][CH:12]=[CH:11][N:10]=1. (3) Given the reactants COC1C=C2C([C:7](=[O:33])[C:8]([C:21]([C:23]3[CH:32]=[CH:31][C:30]4[C:25](=[CH:26][CH:27]=[CH:28][CH:29]=4)[CH:24]=3)=[O:22])=[CH:9]N2C(CC(C)(C)C)(C)C)=CN=1.[NH2:34][C:35]1[C:36]([Cl:43])=[N:37][C:38]([O:41][CH3:42])=[CH:39][CH:40]=1, predict the reaction product. The product is: [Cl:43][C:36]1[N:37]=[C:38]([O:41][CH3:42])[CH:39]=[C:40]2[C:35]=1[N:34]=[CH:9][CH:8]([C:21]([C:23]1[CH:32]=[CH:31][C:30]3[C:25](=[CH:26][CH:27]=[CH:28][CH:29]=3)[CH:24]=1)=[O:22])[C:7]2=[O:33]. (4) Given the reactants [Cl:1][C:2]1[CH:7]=[CH:6][C:5]([N:8]2[CH:12]=[CH:11][CH:10]=[C:9]2[CH:13]([OH:22])[C:14]([CH3:21])([CH3:20])[C:15]([O:17][CH2:18][CH3:19])=[O:16])=[C:4](C2C=CC=C(OC)C=2OC)[C:3]=1O.O=P12OP3(OP(OP(O3)(O1)=O)(=O)O2)=O.[C:48]([O:51][CH2:52][CH3:53])(=O)C, predict the reaction product. The product is: [Cl:1][C:2]1[CH:7]=[CH:6][C:5]2[N:8]3[CH:12]=[CH:11][CH:10]=[C:9]3[CH:13]([C:14]([CH3:21])([CH3:20])[C:15]([O:17][CH2:18][CH3:19])=[O:16])[O:22][CH:20]([C:14]3[CH:13]=[CH:9][CH:53]=[C:52]([O:51][CH3:48])[C:15]=3[O:17][CH3:18])[C:4]=2[CH:3]=1. (5) Given the reactants C[O:2][C:3]([C@@H:5]1[CH2:9][C@@H:8]([S:10]([C:13]2[CH:18]=[CH:17][CH:16]=[CH:15][C:14]=2[C:19]([F:22])([F:21])[F:20])(=[O:12])=[O:11])[CH2:7][N:6]1[C:23]1[N:24]([CH3:29])[N:25]=[C:26]([CH3:28])[CH:27]=1)=[O:4].[OH-].[Li+], predict the reaction product. The product is: [CH3:29][N:24]1[C:23]([N:6]2[CH2:7][C@H:8]([S:10]([C:13]3[CH:18]=[CH:17][CH:16]=[CH:15][C:14]=3[C:19]([F:22])([F:20])[F:21])(=[O:11])=[O:12])[CH2:9][C@H:5]2[C:3]([OH:4])=[O:2])=[CH:27][C:26]([CH3:28])=[N:25]1.